From a dataset of Catalyst prediction with 721,799 reactions and 888 catalyst types from USPTO. Predict which catalyst facilitates the given reaction. (1) Reactant: [Cl:1][C:2]1[C:3]([C:8]2[CH:30]=[CH:29][C:11]([C:12]([NH:14][C:15]3[CH:20]=[CH:19][CH:18]=[CH:17][C:16]=3[NH:21]C(=O)OC(C)(C)C)=[O:13])=[CH:10][CH:9]=2)=[N:4][CH:5]=[CH:6][CH:7]=1.Cl.O1CCOCC1. Product: [NH2:21][C:16]1[CH:17]=[CH:18][CH:19]=[CH:20][C:15]=1[NH:14][C:12](=[O:13])[C:11]1[CH:29]=[CH:30][C:8]([C:3]2[C:2]([Cl:1])=[CH:7][CH:6]=[CH:5][N:4]=2)=[CH:9][CH:10]=1. The catalyst class is: 5. (2) Reactant: Cl[C:2]1[N:11]=[C:10]2[C:5]([C:6](=[O:21])[C:7]([C:16]([O:18][CH2:19][CH3:20])=[O:17])=[CH:8][N:9]2[CH2:12][CH2:13][C:14]#[N:15])=[CH:4][C:3]=1[F:22].Cl.[NH:24]1[CH2:27][CH2:26][CH2:25]1.C(N(CC)CC)C. Product: [N:24]1([C:2]2[N:11]=[C:10]3[C:5]([C:6](=[O:21])[C:7]([C:16]([O:18][CH2:19][CH3:20])=[O:17])=[CH:8][N:9]3[CH2:12][CH2:13][C:14]#[N:15])=[CH:4][C:3]=2[F:22])[CH2:27][CH2:26][CH2:25]1. The catalyst class is: 4. (3) Reactant: [CH2:1]([C@@H:3]1[N:8]([C:9]2[CH:10]=[N:11][C:12]([N+:15]([O-])=O)=[CH:13][CH:14]=2)[CH2:7][CH2:6][N:5]([C:18]([O:20][C:21]([CH3:24])([CH3:23])[CH3:22])=[O:19])[CH2:4]1)[CH3:2]. Product: [NH2:15][C:12]1[N:11]=[CH:10][C:9]([N:8]2[CH2:7][CH2:6][N:5]([C:18]([O:20][C:21]([CH3:23])([CH3:22])[CH3:24])=[O:19])[CH2:4][C@@H:3]2[CH2:1][CH3:2])=[CH:14][CH:13]=1. The catalyst class is: 43. (4) Reactant: [CH3:1][C:2]1[N:3]=[C:4]2[N:8]([C:9]=1[C:10]([OH:12])=O)[CH:7]=[CH:6][S:5]2.[N:13]1([CH2:19][C:20]2[CH:34]=[CH:33][C:23]3[NH:24][C:25]([C:27]4[C:31]([NH2:32])=[CH:30][NH:29][N:28]=4)=[N:26][C:22]=3[CH:21]=2)[CH2:18][CH2:17][O:16][CH2:15][CH2:14]1.C(Cl)CCl. Product: [N:13]1([CH2:19][C:20]2[CH:34]=[CH:33][C:23]3[NH:24][C:25]([C:27]4[C:31]([NH:32][C:10]([C:9]5[N:8]6[C:4]([S:5][CH:6]=[CH:7]6)=[N:3][C:2]=5[CH3:1])=[O:12])=[CH:30][NH:29][N:28]=4)=[N:26][C:22]=3[CH:21]=2)[CH2:18][CH2:17][O:16][CH2:15][CH2:14]1. The catalyst class is: 3. (5) Reactant: C([O:3][C:4]([CH:6]1[CH2:8][CH:7]1[C:9]1[CH:14]=[CH:13][C:12]([F:15])=[CH:11][C:10]=1[F:16])=[O:5])C.[OH-].[Na+]. Product: [F:16][C:10]1[CH:11]=[C:12]([F:15])[CH:13]=[CH:14][C:9]=1[CH:7]1[CH2:8][CH:6]1[C:4]([OH:5])=[O:3]. The catalyst class is: 5. (6) Reactant: [Br:1][C:2]1[S:6][C:5]([C:7]([O:9]CC)=[O:8])=[N:4][C:3]=1[C:12]1[CH:17]=[CH:16][C:15]([F:18])=[C:14]([Cl:19])[CH:13]=1.[OH-].[Li+].O.Cl. Product: [Br:1][C:2]1[S:6][C:5]([C:7]([OH:9])=[O:8])=[N:4][C:3]=1[C:12]1[CH:17]=[CH:16][C:15]([F:18])=[C:14]([Cl:19])[CH:13]=1. The catalyst class is: 7. (7) Reactant: C1(P(C2C=CC=CC=2)C2C=CC=CC=2)C=CC=CC=1.O1CCCC1.Br[C:26]1[N:34]2[C:29]([CH:30]=[N:31][C:32]([NH:35][C:36]3[CH:41]=[CH:40][C:39]([N:42]4[CH2:47][CH2:46][O:45][CH2:44][CH2:43]4)=[CH:38][CH:37]=3)=[N:33]2)=[CH:28][CH:27]=1.[OH:48][C:49]1[N:54]=[CH:53][C:52](B(O)O)=[CH:51][CH:50]=1.C(=O)([O-])[O-].[Na+].[Na+].O.C(O)C.[Cl-].[Na+]. Product: [N:42]1([C:39]2[CH:40]=[CH:41][C:36]([NH:35][C:32]3[N:31]=[CH:30][C:29]4=[CH:28][CH:27]=[C:26]([C:52]5[CH:51]=[CH:50][C:49]([OH:48])=[N:54][CH:53]=5)[N:34]4[N:33]=3)=[CH:37][CH:38]=2)[CH2:47][CH2:46][O:45][CH2:44][CH2:43]1. The catalyst class is: 167. (8) Reactant: [Mg].Br[C:3]1[CH:10]=[CH:9][C:6]([CH:7]=[CH2:8])=[CH:5][CH:4]=1.[F:11][C:12]([F:20])([F:19])[C:13]([C:15]([F:18])([F:17])[F:16])=[O:14]. Product: [F:11][C:12]([F:20])([F:19])[C:13]([C:3]1[CH:10]=[CH:9][C:6]([CH:7]=[CH2:8])=[CH:5][CH:4]=1)([OH:14])[C:15]([F:18])([F:17])[F:16]. The catalyst class is: 7. (9) Reactant: [C:1](Cl)(=[O:10])[O:2][CH2:3][C:4]1[CH:9]=[CH:8][CH:7]=[CH:6][CH:5]=1.[C:12]1([C:18]2[NH:19][C:20]3[CH:26]=[CH:25][CH:24]=[CH:23][C:21]=3[N:22]=2)[CH:17]=[CH:16][CH:15]=[CH:14][CH:13]=1.N1C(C)=CC=CC=1C. Product: [CH2:3]([O:2][C:1]([N:19]1[C:20]2[CH:26]=[CH:25][CH:24]=[CH:23][C:21]=2[N:22]=[C:18]1[C:12]1[CH:17]=[CH:16][CH:15]=[CH:14][CH:13]=1)=[O:10])[C:4]1[CH:9]=[CH:8][CH:7]=[CH:6][CH:5]=1. The catalyst class is: 7. (10) Reactant: Cl[C:2]1[CH:7]=[C:6]([Cl:8])[N:5]=[CH:4][N:3]=1.[CH3:9][NH2:10]. Product: [Cl:8][C:6]1[N:5]=[CH:4][N:3]=[C:2]([NH:10][CH3:9])[CH:7]=1. The catalyst class is: 8.